From a dataset of NCI-60 drug combinations with 297,098 pairs across 59 cell lines. Regression. Given two drug SMILES strings and cell line genomic features, predict the synergy score measuring deviation from expected non-interaction effect. (1) Cell line: SNB-75. Synergy scores: CSS=-0.562, Synergy_ZIP=-0.609, Synergy_Bliss=-1.85, Synergy_Loewe=-1.21, Synergy_HSA=-1.76. Drug 2: C(CCl)NC(=O)N(CCCl)N=O. Drug 1: CCCCCOC(=O)NC1=NC(=O)N(C=C1F)C2C(C(C(O2)C)O)O. (2) Drug 1: C1=CC(=C2C(=C1NCCNCCO)C(=O)C3=C(C=CC(=C3C2=O)O)O)NCCNCCO. Drug 2: CC1=C(C(CCC1)(C)C)C=CC(=CC=CC(=CC(=O)O)C)C. Cell line: A549. Synergy scores: CSS=27.6, Synergy_ZIP=-9.40, Synergy_Bliss=-13.6, Synergy_Loewe=-16.7, Synergy_HSA=-9.58. (3) Drug 1: CC1OCC2C(O1)C(C(C(O2)OC3C4COC(=O)C4C(C5=CC6=C(C=C35)OCO6)C7=CC(=C(C(=C7)OC)O)OC)O)O. Drug 2: C1CCC(C(C1)N)N.C(=O)(C(=O)[O-])[O-].[Pt+4]. Cell line: HOP-62. Synergy scores: CSS=27.8, Synergy_ZIP=4.81, Synergy_Bliss=-0.405, Synergy_Loewe=-2.42, Synergy_HSA=1.36. (4) Drug 1: CC12CCC3C(C1CCC2=O)CC(=C)C4=CC(=O)C=CC34C. Drug 2: C1C(C(OC1N2C=NC(=NC2=O)N)CO)O. Cell line: A549. Synergy scores: CSS=16.3, Synergy_ZIP=0.161, Synergy_Bliss=-0.0483, Synergy_Loewe=-0.949, Synergy_HSA=0.433. (5) Drug 2: CN(CC1=CN=C2C(=N1)C(=NC(=N2)N)N)C3=CC=C(C=C3)C(=O)NC(CCC(=O)O)C(=O)O. Synergy scores: CSS=19.6, Synergy_ZIP=-2.57, Synergy_Bliss=1.70, Synergy_Loewe=-11.4, Synergy_HSA=-0.207. Cell line: SN12C. Drug 1: CN(C)N=NC1=C(NC=N1)C(=O)N. (6) Drug 1: C1=CN(C=N1)CC(O)(P(=O)(O)O)P(=O)(O)O. Drug 2: CN(CC1=CN=C2C(=N1)C(=NC(=N2)N)N)C3=CC=C(C=C3)C(=O)NC(CCC(=O)O)C(=O)O. Cell line: SNB-75. Synergy scores: CSS=10.1, Synergy_ZIP=-6.91, Synergy_Bliss=-3.18, Synergy_Loewe=-3.14, Synergy_HSA=-0.937. (7) Drug 1: C1CCC(C(C1)N)N.C(=O)(C(=O)[O-])[O-].[Pt+4]. Drug 2: CC1C(C(CC(O1)OC2CC(CC3=C2C(=C4C(=C3O)C(=O)C5=C(C4=O)C(=CC=C5)OC)O)(C(=O)CO)O)N)O.Cl. Cell line: NCI-H226. Synergy scores: CSS=43.4, Synergy_ZIP=-0.733, Synergy_Bliss=-2.52, Synergy_Loewe=-16.7, Synergy_HSA=0.0850.